This data is from Full USPTO retrosynthesis dataset with 1.9M reactions from patents (1976-2016). The task is: Predict the reactants needed to synthesize the given product. (1) Given the product [ClH:22].[ClH:32].[Cl:22][C:11]1[CH:12]=[N:13][C:14]2[C:19]([C:10]=1[CH2:9][CH2:8][N:5]1[CH2:6][CH2:7][C@H:2]([NH:1][CH2:7][C:2]3[N:1]=[CH:45][C:44]4[O:46][CH2:25][CH2:26][O:28][C:4]=4[CH:3]=3)[C@H:3]([OH:23])[CH2:4]1)=[CH:18][C:17]([O:20][CH3:21])=[CH:16][CH:15]=2, predict the reactants needed to synthesize it. The reactants are: [NH2:1][C@H:2]1[CH2:7][CH2:6][N:5]([CH2:8][CH2:9][C:10]2[C:19]3[C:14](=[CH:15][CH:16]=[C:17]([O:20][CH3:21])[CH:18]=3)[N:13]=[CH:12][C:11]=2[Cl:22])[CH2:4][C@H:3]1[OH:23].F[C:25](F)(F)[C:26]([OH:28])=O.C(Cl)[Cl:32].C(O[BH-](O[C:44](=[O:46])[CH3:45])OC(=O)C)(=O)C.[Na+]. (2) Given the product [CH2:25]([N:5]([CH2:3][CH3:4])[CH2:6][CH2:7][N:8]1[C:17]2[C:12](=[CH:13][C:14]([NH2:18])=[CH:15][CH:16]=2)[CH2:11][CH2:10][CH2:9]1)[CH3:26], predict the reactants needed to synthesize it. The reactants are: [OH-].[Na+].[CH2:3]([N:5]([CH2:25][CH3:26])[CH2:6][CH2:7][N:8]1[C:17]2[C:12](=[CH:13][C:14]([NH:18]C(=O)C(F)(F)F)=[CH:15][CH:16]=2)[CH2:11][CH2:10][CH2:9]1)[CH3:4]. (3) Given the product [CH2:44]([C:46]1[CH:61]=[C:60]([C:62]2[N:65]=[C:38]([C:37]3[CH:41]=[CH:42][C:34]([CH:32]=[O:33])=[C:35]([CH3:43])[CH:36]=3)[O:40][N:63]=2)[CH:59]=[C:58]([CH3:66])[C:47]=1[O:48][CH2:49][C@@H:50]([OH:57])[CH2:51][NH:52][C:53](=[O:56])[CH2:54][OH:55])[CH3:45], predict the reactants needed to synthesize it. The reactants are: C(C1C=C(C2ON=C(C3C=C(C)C(OCC(O)CNC(=O)CO)=C(C)C=3)N=2)C=CC=1)=O.[CH:32]([C:34]1[CH:42]=[CH:41][C:37]([C:38]([OH:40])=O)=[CH:36][C:35]=1[CH3:43])=[O:33].[CH2:44]([C:46]1[CH:61]=[C:60]([C:62](=[NH:65])[NH:63]O)[CH:59]=[C:58]([CH3:66])[C:47]=1[O:48][CH2:49][C@@H:50]([OH:57])[CH2:51][NH:52][C:53](=[O:56])[CH2:54][OH:55])[CH3:45]. (4) Given the product [NH2:1][C:2]1[N:3]([CH3:17])[C:4](=[O:16])[C:5]2([C:14]3[CH:13]=[C:12]([C:24]4[CH:25]=[C:20]([CH:21]=[CH:22][CH:23]=4)[C:18]#[N:19])[S:11][C:10]=3[CH2:9][CH2:8][CH2:7]2)[N:6]=1, predict the reactants needed to synthesize it. The reactants are: [NH2:1][C:2]1[N:3]([CH3:17])[C:4](=[O:16])[C:5]2([C:14]3[CH:13]=[C:12](Br)[S:11][C:10]=3[CH2:9][CH2:8][CH2:7]2)[N:6]=1.[C:18]([C:20]1[CH:21]=[C:22](B(O)O)[CH:23]=[CH:24][CH:25]=1)#[N:19].C([O-])([O-])=O.[Cs+].[Cs+]. (5) Given the product [CH:24]([P:23]([CH:27]([CH3:29])[CH3:28])[C:2]1[CH:7]=[CH:6][CH:5]=[CH:4][C:3]=1[NH:8][C:9]1[C:14]([CH3:15])=[CH:13][CH:12]=[CH:11][C:10]=1[CH3:16])([CH3:26])[CH3:25], predict the reactants needed to synthesize it. The reactants are: Br[C:2]1[CH:7]=[CH:6][CH:5]=[CH:4][C:3]=1[NH:8][C:9]1[C:14]([CH3:15])=[CH:13][CH:12]=[CH:11][C:10]=1[CH3:16].[Li]CCCC.Cl[P:23]([CH:27]([CH3:29])[CH3:28])[CH:24]([CH3:26])[CH3:25].